Dataset: Full USPTO retrosynthesis dataset with 1.9M reactions from patents (1976-2016). Task: Predict the reactants needed to synthesize the given product. (1) Given the product [CH3:8][C:9]1([NH:16][CH2:2][CH2:1][CH2:7][S:4]([OH:3])(=[O:6])=[O:5])[CH2:15][CH2:14][CH2:13][CH2:12][CH2:11][CH2:10]1, predict the reactants needed to synthesize it. The reactants are: [CH2:1]1[CH2:7][S:4](=[O:6])(=[O:5])[O:3][CH2:2]1.[CH3:8][C:9]1([NH2:16])[CH2:15][CH2:14][CH2:13][CH2:12][CH2:11][CH2:10]1. (2) Given the product [CH3:7][C:6]1([CH3:8])[CH2:5][C@@H:4]([CH3:10])[CH2:3][C:2](=[O:1])[CH2:9]1, predict the reactants needed to synthesize it. The reactants are: [O:1]=[C:2]1[CH2:9][C:6]([CH3:8])([CH3:7])[CH2:5][C:4]([CH3:10])=[CH:3]1. (3) Given the product [F:19][C:2]([F:1])([C:8]1[CH:13]=[CH:12][C:11]([O:14][CH:15]([CH3:17])[CH3:16])=[CH:10][C:9]=1[F:18])[C:3]([OH:5])=[O:4], predict the reactants needed to synthesize it. The reactants are: [F:1][C:2]([F:19])([C:8]1[CH:13]=[CH:12][C:11]([O:14][CH:15]([CH3:17])[CH3:16])=[CH:10][C:9]=1[F:18])[C:3]([O:5]CC)=[O:4].O1CCCC1.CO.O.[OH-].[Li+]. (4) Given the product [OH:24][C:21]1[CH:22]=[CH:23][C:16]([OH:15])=[C:17]([C:18]2[NH:1][N:2]=[C:3]([C:5]3[CH:10]=[CH:9][C:8]([C:11]([F:12])([F:13])[F:14])=[CH:7][N:6]=3)[N:4]=2)[CH:20]=1, predict the reactants needed to synthesize it. The reactants are: [NH2:1][NH:2][C:3]([C:5]1[CH:10]=[CH:9][C:8]([C:11]([F:14])([F:13])[F:12])=[CH:7][N:6]=1)=[NH:4].[OH:15][C:16]1[CH:23]=[CH:22][C:21]([OH:24])=[CH:20][C:17]=1[CH:18]=O.